Predict the reaction yield, written as a fraction of the theoretical maximum amount of product (1.0 means a 100% yield; for example, 0.34 means a 34% yield). From a dataset of Reaction yield outcomes from USPTO patents with 853,638 reactions. The reactants are FC(F)(F)C([N:5]([C@@H:13]1[CH2:15][C@H:14]1[C:16]1[CH:21]=[CH:20][CH:19]=[CH:18][CH:17]=1)[CH2:6][CH:7]1[CH2:12][CH2:11][NH:10][CH2:9][CH2:8]1)=O.[CH:24]([C@H:26]1[CH2:31][CH2:30][C@H:29]([C:32]([O:34]C)=[O:33])[CH2:28][CH2:27]1)=O.C([BH3-])#N.[Na+].O. The catalyst is CO. The product is [C:16]1([C@@H:14]2[CH2:15][C@H:13]2[NH:5][CH2:6][CH:7]2[CH2:8][CH2:9][N:10]([CH2:24][C@H:26]3[CH2:31][CH2:30][C@H:29]([C:32]([OH:34])=[O:33])[CH2:28][CH2:27]3)[CH2:11][CH2:12]2)[CH:17]=[CH:18][CH:19]=[CH:20][CH:21]=1. The yield is 0.140.